From a dataset of Forward reaction prediction with 1.9M reactions from USPTO patents (1976-2016). Predict the product of the given reaction. (1) Given the reactants [N:1]1([C:10]([N:12]2[C:16]3[CH:17]=[CH:18][CH:19]=[CH:20][C:15]=3[N:14]=[N:13]2)=[NH:11])[C:5]2[CH:6]=CC=CC=2N=N1.N1CC[O:24][CH2:23][CH2:22]1, predict the reaction product. The product is: [N:12]1([C:10]([N:1]2[CH2:5][CH2:6][O:24][CH2:23][CH2:22]2)=[NH:11])[C:16]2[CH:17]=[CH:18][CH:19]=[CH:20][C:15]=2[N:14]=[N:13]1. (2) Given the reactants [CH3:1][CH:2]1[CH:27]2[O:28][C:26]2([CH3:29])[CH:25]([O:30]C(CC(C)C)=O)[CH2:24][C:22](=[O:23])[N:21]([CH3:37])[C:14]2=[C:15]([Cl:20])[C:16]([O:18][CH3:19])=[CH:17][C:12](=[CH:13]2)[CH2:11][C:10]([CH3:38])=[CH:9][CH:8]=[CH:7][CH:6]([O:39][CH3:40])[C:5]2([OH:45])[NH:41][C:42]([O:44][CH:3]1[CH2:4]2)=[O:43].O1CCCC1, predict the reaction product. The product is: [CH3:1][CH:2]1[CH:27]2[O:28][C:26]2([CH3:29])[CH:25]([OH:30])[CH2:24][C:22](=[O:23])[N:21]([CH3:37])[C:14]2=[C:15]([Cl:20])[C:16]([O:18][CH3:19])=[CH:17][C:12](=[CH:13]2)[CH2:11][C:10]([CH3:38])=[CH:9][CH:8]=[CH:7][CH:6]([O:39][CH3:40])[C:5]2([OH:45])[NH:41][C:42]([O:44][CH:3]1[CH2:4]2)=[O:43]. (3) The product is: [ClH:1].[Cl:1][C:2]1[CH:3]=[C:4]([C:34]2[CH:39]=[CH:38][CH:37]=[C:36]([O:40][CH3:41])[CH:35]=2)[CH:5]=[CH:6][C:7]=1[S:8]([NH:11][C:12]1[CH:13]=[C:14]([NH:20][C:21](=[O:33])[C@H:22]([CH3:23])[NH:24][CH3:25])[CH:15]=[CH:16][C:17]=1[O:18][CH3:19])(=[O:10])=[O:9]. Given the reactants [Cl:1][C:2]1[CH:3]=[C:4]([C:34]2[CH:39]=[CH:38][CH:37]=[C:36]([O:40][CH3:41])[CH:35]=2)[CH:5]=[CH:6][C:7]=1[S:8]([NH:11][C:12]1[CH:13]=[C:14]([NH:20][C:21](=[O:33])[C@@H:22]([N:24](C)[C:25](=O)OC(C)(C)C)[CH3:23])[CH:15]=[CH:16][C:17]=1[O:18][CH3:19])(=[O:10])=[O:9], predict the reaction product.